Dataset: NCI-60 drug combinations with 297,098 pairs across 59 cell lines. Task: Regression. Given two drug SMILES strings and cell line genomic features, predict the synergy score measuring deviation from expected non-interaction effect. (1) Cell line: 786-0. Synergy scores: CSS=8.33, Synergy_ZIP=-0.439, Synergy_Bliss=-0.965, Synergy_Loewe=-0.238, Synergy_HSA=0.385. Drug 2: CC1=C(C=C(C=C1)NC(=O)C2=CC=C(C=C2)CN3CCN(CC3)C)NC4=NC=CC(=N4)C5=CN=CC=C5. Drug 1: CN1CCC(CC1)COC2=C(C=C3C(=C2)N=CN=C3NC4=C(C=C(C=C4)Br)F)OC. (2) Drug 1: CCC1=CC2CC(C3=C(CN(C2)C1)C4=CC=CC=C4N3)(C5=C(C=C6C(=C5)C78CCN9C7C(C=CC9)(C(C(C8N6C)(C(=O)OC)O)OC(=O)C)CC)OC)C(=O)OC.C(C(C(=O)O)O)(C(=O)O)O. Drug 2: CC1C(C(=O)NC(C(=O)N2CCCC2C(=O)N(CC(=O)N(C(C(=O)O1)C(C)C)C)C)C(C)C)NC(=O)C3=C4C(=C(C=C3)C)OC5=C(C(=O)C(=C(C5=N4)C(=O)NC6C(OC(=O)C(N(C(=O)CN(C(=O)C7CCCN7C(=O)C(NC6=O)C(C)C)C)C)C(C)C)C)N)C. Cell line: NCI-H460. Synergy scores: CSS=45.4, Synergy_ZIP=4.71, Synergy_Bliss=8.85, Synergy_Loewe=8.68, Synergy_HSA=7.99. (3) Drug 1: COC1=NC(=NC2=C1N=CN2C3C(C(C(O3)CO)O)O)N. Drug 2: CC12CCC3C(C1CCC2O)C(CC4=C3C=CC(=C4)O)CCCCCCCCCS(=O)CCCC(C(F)(F)F)(F)F. Cell line: SR. Synergy scores: CSS=60.4, Synergy_ZIP=-2.05, Synergy_Bliss=-3.69, Synergy_Loewe=-15.3, Synergy_HSA=-2.77. (4) Drug 1: CC1OCC2C(O1)C(C(C(O2)OC3C4COC(=O)C4C(C5=CC6=C(C=C35)OCO6)C7=CC(=C(C(=C7)OC)O)OC)O)O. Drug 2: CN(C)C1=NC(=NC(=N1)N(C)C)N(C)C. Cell line: LOX IMVI. Synergy scores: CSS=32.9, Synergy_ZIP=5.49, Synergy_Bliss=5.95, Synergy_Loewe=-13.9, Synergy_HSA=8.40. (5) Drug 1: CC(C)NC(=O)C1=CC=C(C=C1)CNNC.Cl. Drug 2: CCC1(C2=C(COC1=O)C(=O)N3CC4=CC5=C(C=CC(=C5CN(C)C)O)N=C4C3=C2)O.Cl. Cell line: IGROV1. Synergy scores: CSS=5.00, Synergy_ZIP=-6.77, Synergy_Bliss=-9.35, Synergy_Loewe=-7.76, Synergy_HSA=-7.37. (6) Drug 1: C1=CC(=C2C(=C1NCCNCCO)C(=O)C3=C(C=CC(=C3C2=O)O)O)NCCNCCO. Drug 2: C1=NC2=C(N1)C(=S)N=C(N2)N. Cell line: SW-620. Synergy scores: CSS=21.4, Synergy_ZIP=-5.26, Synergy_Bliss=-6.30, Synergy_Loewe=-18.8, Synergy_HSA=-3.81. (7) Drug 2: N.N.Cl[Pt+2]Cl. Drug 1: CC12CCC3C(C1CCC2O)C(CC4=C3C=CC(=C4)O)CCCCCCCCCS(=O)CCCC(C(F)(F)F)(F)F. Cell line: HCT116. Synergy scores: CSS=65.3, Synergy_ZIP=-2.21, Synergy_Bliss=-3.99, Synergy_Loewe=9.42, Synergy_HSA=4.25. (8) Drug 1: C1CCC(C1)C(CC#N)N2C=C(C=N2)C3=C4C=CNC4=NC=N3. Drug 2: CN(C)C1=NC(=NC(=N1)N(C)C)N(C)C. Cell line: MDA-MB-435. Synergy scores: CSS=-11.0, Synergy_ZIP=5.00, Synergy_Bliss=0.400, Synergy_Loewe=-7.42, Synergy_HSA=-6.30. (9) Drug 1: CC1OCC2C(O1)C(C(C(O2)OC3C4COC(=O)C4C(C5=CC6=C(C=C35)OCO6)C7=CC(=C(C(=C7)OC)O)OC)O)O. Drug 2: C(CC(=O)O)C(=O)CN.Cl. Cell line: HT29. Synergy scores: CSS=8.80, Synergy_ZIP=-4.50, Synergy_Bliss=-2.71, Synergy_Loewe=-24.0, Synergy_HSA=-1.04.